Predict the reactants needed to synthesize the given product. From a dataset of Full USPTO retrosynthesis dataset with 1.9M reactions from patents (1976-2016). (1) Given the product [Br:14][C:12]1[C:11]([O:15][CH3:16])=[CH:10][C:6]2[C:7](=[O:9])[O:8][C:1]([CH3:2])=[N:4][C:5]=2[CH:13]=1, predict the reactants needed to synthesize it. The reactants are: [C:1]([NH:4][C:5]1[CH:13]=[C:12]([Br:14])[C:11]([O:15][CH3:16])=[CH:10][C:6]=1[C:7]([OH:9])=[O:8])(=O)[CH3:2].C(OC(OC(C)(C)C)=O)(OC(C)(C)C)=O. (2) Given the product [O-:1][CH2:2][CH2:3][CH2:4][CH3:5].[O-:20][CH2:21][CH2:22][CH2:23][CH3:24].[CH2:6]([Sn+2:10][CH2:11][CH2:12][CH2:13][CH3:14])[CH2:7][CH2:8][CH3:9], predict the reactants needed to synthesize it. The reactants are: [O-:1][CH2:2][CH2:3][CH2:4][CH3:5].[CH2:6]([Sn+:10](CCCC)[CH2:11][CH2:12][CH2:13][CH3:14])[CH2:7][CH2:8][CH3:9].C(=O)([O:20][CH2:21][CH2:22][CH2:23][CH3:24])[O:20][CH2:21][CH2:22][CH2:23][CH3:24]. (3) Given the product [C:4]1([C:1](=[O:3])[CH2:2][C:12](=[O:18])[C:13]([O:15][CH2:16][CH3:17])=[O:14])[CH:9]=[CH:8][CH:7]=[CH:6][CH:5]=1, predict the reactants needed to synthesize it. The reactants are: [C:1]([C:4]1[CH:9]=[CH:8][CH:7]=[CH:6][CH:5]=1)(=[O:3])[CH3:2].[H-].[Na+].[C:12](OCC)(=[O:18])[C:13]([O:15][CH2:16][CH3:17])=[O:14].Cl.